Dataset: Experimentally validated miRNA-target interactions with 360,000+ pairs, plus equal number of negative samples. Task: Binary Classification. Given a miRNA mature sequence and a target amino acid sequence, predict their likelihood of interaction. The miRNA is hsa-miR-548b-5p with sequence AAAAGUAAUUGUGGUUUUGGCC. The protein sequence of the target gene is MLLPQLCWLPLLAGLLPPVPAQKFSALTFLRVDQDKDKDCSLDCAGSPQKPLCASDGRTFLSRCEFQRAKCKDPQLEIAYRGNCKDVSRCVAERKYTQEQARKEFQQVFIPECNDDGTYSQVQCHSYTGYCWCVTPNGRPISGTAVAHKTPRCPGSVNEKLPQREGTGKTDDAAAPALETQPQGDEEDIASRYPTLWTEQVKSRQNKTNKNSVSSCDQEHQSALEEAKQPKNDNVVIPECAHGGLYKPVQCHPSTGYCWCVLVDTGRPIPGTSTRYEQPKCDNTARAHPAKARDLYKGRQ.... Result: 0 (no interaction).